This data is from Full USPTO retrosynthesis dataset with 1.9M reactions from patents (1976-2016). The task is: Predict the reactants needed to synthesize the given product. (1) Given the product [C:26]([O:10][C:9]1[C:8]([F:11])=[C:7]([Br:12])[C:6]([CH3:13])=[C:3]([C:4]#[N:5])[C:2]=1[NH2:1])(=[O:27])[CH3:23], predict the reactants needed to synthesize it. The reactants are: [NH2:1][C:2]1[C:9]([OH:10])=[C:8]([F:11])[C:7]([Br:12])=[C:6]([CH3:13])[C:3]=1[C:4]#[N:5].C(N(C(C)C)CC)(C)C.[CH:23]1([C:26](Cl)=[O:27])CC1. (2) Given the product [Cl:17][C:18]1[CH:23]=[CH:22][C:21]([O:16][CH:12]2[CH2:13][CH2:14][CH2:15][CH:10]([C:8]([NH:7][CH:1]3[CH2:6][CH2:5][CH2:4][CH2:3][CH2:2]3)=[O:9])[CH2:11]2)=[CH:20][CH:19]=1, predict the reactants needed to synthesize it. The reactants are: [CH:1]1([NH:7][C:8]([C@H:10]2[CH2:15][CH2:14][CH2:13][C@@H:12]([OH:16])[CH2:11]2)=[O:9])[CH2:6][CH2:5][CH2:4][CH2:3][CH2:2]1.[Cl:17][C:18]1[CH:23]=[CH:22][C:21](O)=[CH:20][CH:19]=1.C1(P(C2C=CC=CC=2)C2C=CC=CC=2)C=CC=CC=1.N(C(OC(C)C)=O)=NC(OC(C)C)=O.